Task: Predict the reactants needed to synthesize the given product.. Dataset: Full USPTO retrosynthesis dataset with 1.9M reactions from patents (1976-2016) (1) Given the product [CH3:1][NH:2][CH2:3][CH:4]1[N:9]2[N:10]=[C:11]([C:15]3[CH:20]=[CH:19][C:18]([O:21][C:22]4[CH:27]=[CH:26][CH:25]=[CH:24][CH:23]=4)=[CH:17][CH:16]=3)[C:12]([C:13]([NH2:14])=[O:30])=[C:8]2[NH:7][CH2:6][CH2:5]1, predict the reactants needed to synthesize it. The reactants are: [CH3:1][NH:2][CH2:3][CH:4]1[N:9]2[N:10]=[C:11]([C:15]3[CH:20]=[CH:19][C:18]([O:21][C:22]4[CH:27]=[CH:26][CH:25]=[CH:24][CH:23]=4)=[CH:17][CH:16]=3)[C:12]([C:13]#[N:14])=[C:8]2[NH:7][CH2:6][CH2:5]1.CS(C)=[O:30].[OH-].[Na+].OO. (2) Given the product [NH2:1][C:2]1[C:3]2[C:10]([C:43]3[CH:42]=[C:41]4[C:46](=[CH:45][CH:44]=3)[N:38]([C:36](=[O:37])[CH2:35][C:29]3[CH:30]=[C:31]([F:34])[CH:32]=[CH:33][C:28]=3[F:27])[CH2:39][CH2:40]4)=[CH:9][N:8]([CH2:12][CH2:13][CH:14]3[CH2:19][CH2:18][N:17]([C:20]([O:22][C:23]([CH3:26])([CH3:25])[CH3:24])=[O:21])[CH2:16][CH2:15]3)[C:4]=2[N:5]=[CH:6][N:7]=1, predict the reactants needed to synthesize it. The reactants are: [NH2:1][C:2]1[C:3]2[C:10](Br)=[CH:9][N:8]([CH2:12][CH2:13][CH:14]3[CH2:19][CH2:18][N:17]([C:20]([O:22][C:23]([CH3:26])([CH3:25])[CH3:24])=[O:21])[CH2:16][CH2:15]3)[C:4]=2[N:5]=[CH:6][N:7]=1.[F:27][C:28]1[CH:33]=[CH:32][C:31]([F:34])=[CH:30][C:29]=1[CH2:35][C:36]([N:38]1[C:46]2[C:41](=[CH:42][C:43](B3OC(C)(C)C(C)(C)O3)=[CH:44][CH:45]=2)[CH2:40][CH2:39]1)=[O:37].C([O-])(O)=O.[Na+]. (3) Given the product [CH3:1][N:2]1[C:6]2[CH:7]=[CH:8][C:9]([N:11]3[CH:16]=[C:15]([C:17]4[NH:51][N:50]=[N:49][N:18]=4)[C:14](=[O:19])[N:13]([CH2:20][C:21]4[CH:26]=[CH:25][CH:24]=[C:23]([C:27]([F:29])([F:30])[F:28])[C:22]=4[CH3:31])[C:12]3=[O:32])=[CH:10][C:5]=2[N:4]([CH3:33])[C:3]1=[O:34], predict the reactants needed to synthesize it. The reactants are: [CH3:1][N:2]1[C:6]2[CH:7]=[CH:8][C:9]([N:11]3[CH:16]=[C:15]([C:17]#[N:18])[C:14](=[O:19])[N:13]([CH2:20][C:21]4[CH:26]=[CH:25][CH:24]=[C:23]([C:27]([F:30])([F:29])[F:28])[C:22]=4[CH3:31])[C:12]3=[O:32])=[CH:10][C:5]=2[N:4]([CH3:33])[C:3]1=[O:34].C([Sn](=O)CCCC)CCC.C[Si]([N:49]=[N+:50]=[N-:51])(C)C.C(O)C. (4) Given the product [Cl:11][C:12]1[CH:13]=[CH:14][C:15]([CH3:33])=[C:16]([C@H:17]([OH:18])[C@@H:19]2[CH2:24][CH2:23][CH2:22][N:21]([C:25]([O:27][C:28]([CH3:29])([CH3:30])[CH3:31])=[O:26])[CH2:20]2)[CH:32]=1, predict the reactants needed to synthesize it. The reactants are: S(C)C.C1(C)C=CC=CC=1.[Cl:11][C:12]1[CH:13]=[CH:14][C:15]([CH3:33])=[C:16]([CH:32]=1)[C:17]([C@@H:19]1[CH2:24][CH2:23][CH2:22][N:21]([C:25]([O:27][C:28]([CH3:31])([CH3:30])[CH3:29])=[O:26])[CH2:20]1)=[O:18]. (5) Given the product [OH:8][CH2:7][CH2:6][CH2:5][CH2:4][CH2:3][CH2:2][S:1][CH2:10][C:11]([C:13]1[CH:22]=[CH:21][C:16]2[NH:17][C:18](=[O:20])[NH:19][C:15]=2[CH:14]=1)=[O:12], predict the reactants needed to synthesize it. The reactants are: [SH:1][CH2:2][CH2:3][CH2:4][CH2:5][CH2:6][CH2:7][OH:8].Cl[CH2:10][C:11]([C:13]1[CH:22]=[CH:21][C:16]2[NH:17][C:18](=[O:20])[NH:19][C:15]=2[CH:14]=1)=[O:12].C(=O)([O-])[O-].[K+].[K+]. (6) Given the product [C:19]1([C:25]2[CH:26]=[C:27]([C:34]3[O:18][N:17]=[C:15]([C:13]4[S:14][C:10]([CH2:9][OH:8])=[CH:11][CH:12]=4)[N:16]=3)[S:28][C:29]=2[C:30]([F:33])([F:31])[F:32])[CH:20]=[CH:21][CH:22]=[CH:23][CH:24]=1, predict the reactants needed to synthesize it. The reactants are: [Si]([O:8][CH2:9][C:10]1[S:14][C:13]([C:15](=[N:17][OH:18])[NH2:16])=[CH:12][CH:11]=1)(C(C)(C)C)(C)C.[C:19]1([C:25]2[CH:26]=[C:27]([C:34](Cl)=O)[S:28][C:29]=2[C:30]([F:33])([F:32])[F:31])[CH:24]=[CH:23][CH:22]=[CH:21][CH:20]=1.C(N(CC)C(C)C)(C)C.[F-].C([N+](CCCC)(CCCC)CCCC)CCC. (7) Given the product [Cl:11][C:12]1[C:20]([NH:21][S:22]([CH2:25][CH2:26][CH3:27])(=[O:23])=[O:24])=[CH:19][CH:18]=[C:17]([F:28])[C:13]=1[C:14]([NH:10][C:8]1[CH:9]=[C:4]2[CH:3]=[CH:2][NH:1][C:5]2=[N:6][CH:7]=1)=[O:15], predict the reactants needed to synthesize it. The reactants are: [NH:1]1[C:5]2=[N:6][CH:7]=[C:8]([NH2:10])[CH:9]=[C:4]2[CH:3]=[CH:2]1.[Cl:11][C:12]1[C:20]([NH:21][S:22]([CH2:25][CH2:26][CH3:27])(=[O:24])=[O:23])=[CH:19][CH:18]=[C:17]([F:28])[C:13]=1[C:14](O)=[O:15].Cl.CN(C)CCCN=C=NCC.ON1C2C=CC=CC=2N=N1.